From a dataset of Full USPTO retrosynthesis dataset with 1.9M reactions from patents (1976-2016). Predict the reactants needed to synthesize the given product. (1) The reactants are: Br[CH2:2][CH2:3][CH2:4][CH2:5][O:6][C:7]1[CH:8]=[C:9]2[C:13](=[CH:14][C:15]=1[F:16])[N:12]([C:17]1[CH:22]=[CH:21][C:20]([Cl:23])=[CH:19][CH:18]=1)[CH:11]=[CH:10]2.[CH2:24]([CH2:27][NH2:28])[CH:25]=C.[OH-].[Na+].[CH3:31]N(C=O)C. Given the product [CH2:27]([N:28]([CH2:2][CH2:3][CH2:4][CH2:5][O:6][C:7]1[CH:8]=[C:9]2[C:13](=[CH:14][C:15]=1[F:16])[N:12]([C:17]1[CH:22]=[CH:21][C:20]([Cl:23])=[CH:19][CH:18]=1)[CH:11]=[CH:10]2)[CH3:31])[CH:24]=[CH2:25], predict the reactants needed to synthesize it. (2) Given the product [NH:5]1[CH:6]=[C:7]([C:8]2[CH:9]=[CH:10][C:11]3[S:16][C:15]4[N:17]=[CH:18][CH:19]=[N:20][C:14]=4[N:13]([CH2:21][O:22][CH3:23])[C:12]=3[CH:24]=2)[CH:3]=[N:4]1, predict the reactants needed to synthesize it. The reactants are: C[Si](C)(C)[C:3]1[C:7]([C:8]2[CH:9]=[CH:10][C:11]3[S:16][C:15]4[N:17]=[CH:18][CH:19]=[N:20][C:14]=4[N:13]([CH2:21][O:22][CH3:23])[C:12]=3[CH:24]=2)=[CH:6][NH:5][N:4]=1.[F-].C([N+](CCCC)(CCCC)CCCC)CCC.C(OCC)(=O)C.Cl. (3) Given the product [C:47]([C@@H:50]([NH:63][C:64]([C@@H:66](/[CH:80]=[CH:81]/[CH2:82][CH2:83][CH2:84][CH2:85][CH2:86][CH2:87][C:88](=[O:96])[CH2:89][CH2:90][CH2:91][CH2:92][CH2:93][CH2:94][CH3:95])[C@@:67]([OH:79])([CH2:75][CH2:76][O:77][CH3:78])[C:68]([OH:70])=[O:69])=[O:65])[CH2:51][C:52]1[CH:57]=[CH:56][C:55]([O:58][CH2:59][CH2:60][CH2:61][F:62])=[CH:54][CH:53]=1)([OH:49])=[O:48], predict the reactants needed to synthesize it. The reactants are: C(OC1C=CC(C[C@H](NC([C@@H](/C=C/CCCCCCC(F)(F)CCCCCCC)[C@@](O)(CCC)C(O)=O)=O)C(O)=O)=CC=1)C#CC.[C:47]([C@@H:50]([NH:63][C:64]([C@@H:66](/[CH:80]=[CH:81]/[CH2:82][CH2:83][CH2:84][CH2:85][CH2:86][CH2:87][C:88](=[O:96])[CH2:89][CH2:90][CH2:91][CH2:92][CH2:93][CH2:94][CH3:95])[C@@:67]([OH:79])([CH2:75][CH2:76][O:77][CH3:78])[C:68]([O:70]C(C)(C)C)=[O:69])=[O:65])[CH2:51][C:52]1[CH:57]=[CH:56][C:55]([O:58][CH2:59][CH2:60][CH2:61][F:62])=[CH:54][CH:53]=1)([OH:49])=[O:48].